This data is from Forward reaction prediction with 1.9M reactions from USPTO patents (1976-2016). The task is: Predict the product of the given reaction. (1) Given the reactants [C:1]([O:5][C:6]([N:8]1[CH2:13][CH:12]=[C:11]([C:14]2[CH:19]=[CH:18][C:17]([Cl:20])=[CH:16][C:15]=2[C:21]([O:23][CH3:24])=[O:22])[CH2:10][CH2:9]1)=[O:7])([CH3:4])([CH3:3])[CH3:2].[H][H], predict the reaction product. The product is: [C:1]([O:5][C:6]([N:8]1[CH2:9][CH2:10][CH:11]([C:14]2[CH:19]=[CH:18][C:17]([Cl:20])=[CH:16][C:15]=2[C:21]([O:23][CH3:24])=[O:22])[CH2:12][CH2:13]1)=[O:7])([CH3:4])([CH3:3])[CH3:2]. (2) Given the reactants [C:1](Cl)(=[O:5])[CH:2]([CH3:4])[CH3:3].O[NH:8][C:9]([N:11]1[CH2:16][CH2:15][C:14]2([CH2:19][C:18]3([O:37][C:22]4=[CH:23][N:24]=[C:25]([C:27]5[CH2:28][CH2:29][N:30]([S:33]([CH3:36])(=[O:35])=[O:34])[CH2:31][CH:32]=5)[CH:26]=[C:21]4[CH2:20]3)[CH2:17]2)[CH2:13][CH2:12]1)=[NH:10].C(N(CC)CC)C, predict the reaction product. The product is: [CH:2]([C:1]1[O:5][N:10]=[C:9]([N:11]2[CH2:16][CH2:15][C:14]3([CH2:17][C:18]4([O:37][C:22]5=[CH:23][N:24]=[C:25]([C:27]6[CH2:32][CH2:31][N:30]([S:33]([CH3:36])(=[O:34])=[O:35])[CH2:29][CH:28]=6)[CH:26]=[C:21]5[CH2:20]4)[CH2:19]3)[CH2:13][CH2:12]2)[N:8]=1)([CH3:4])[CH3:3].